This data is from Full USPTO retrosynthesis dataset with 1.9M reactions from patents (1976-2016). The task is: Predict the reactants needed to synthesize the given product. (1) The reactants are: [CH:1]1[N:2]=[CH:3][N:4]2[CH:9]=[CH:8][CH:7]=[CH:6][C:5]=12.C([Li])CCC.CN(C)[CH:17]=[O:18]. Given the product [CH:1]1[N:2]=[C:3]([CH:17]=[O:18])[N:4]2[CH:9]=[CH:8][CH:7]=[CH:6][C:5]=12, predict the reactants needed to synthesize it. (2) Given the product [CH3:8][C@@H:9]1[CH2:14][C@H:13]([OH:15])[C@@H:12]([C:16]([CH3:18])=[CH2:17])[CH2:11][CH2:10]1, predict the reactants needed to synthesize it. The reactants are: C1(C)C=CC=CC=1.[CH3:8][C@H:9]1[CH2:14][C@@H:13]([OH:15])[C@H:12]([C:16]([CH3:18])=[CH2:17])[CH2:11][CH2:10]1. (3) Given the product [NH2:7][C:8]([CH3:39])([CH2:36][CH2:37][CH3:38])[CH2:9][NH:10][C:11]([C:13]1[C:14]([CH3:35])=[N:15][N:16]2[C:21]([O:22][CH2:23][C:24]3[C:29]([F:30])=[CH:28][CH:27]=[C:26]([O:31][CH3:32])[C:25]=3[F:33])=[CH:20][C:19]([CH3:34])=[CH:18][C:17]=12)=[O:12], predict the reactants needed to synthesize it. The reactants are: C(OC(=O)[NH:7][C:8]([CH3:39])([CH2:36][CH2:37][CH3:38])[CH2:9][NH:10][C:11]([C:13]1[C:14]([CH3:35])=[N:15][N:16]2[C:21]([O:22][CH2:23][C:24]3[C:29]([F:30])=[CH:28][CH:27]=[C:26]([O:31][CH3:32])[C:25]=3[F:33])=[CH:20][C:19]([CH3:34])=[CH:18][C:17]=12)=[O:12])(C)(C)C.FC(F)(F)C(O)=O. (4) Given the product [F:1][C:2]1[CH:7]=[CH:6][CH:5]=[CH:4][C:3]=1[S:8][C:10]1[C:19]2[C:14](=[CH:15][CH:16]=[CH:17][CH:18]=2)[CH:13]=[C:12]([NH:20][C:21]2[CH:25]=[C:24]([CH3:26])[NH:23][N:22]=2)[N:11]=1, predict the reactants needed to synthesize it. The reactants are: [F:1][C:2]1[CH:7]=[CH:6][CH:5]=[CH:4][C:3]=1[SH:8].Cl[C:10]1[C:19]2[C:14](=[CH:15][CH:16]=[CH:17][CH:18]=2)[CH:13]=[C:12]([NH:20][C:21]2[CH:25]=[C:24]([CH3:26])[NH:23][N:22]=2)[N:11]=1. (5) The reactants are: Cl[C:2]1[N:7]=[CH:6][N:5]=[C:4]2[N:8]([C:11]3[C:16]([Cl:17])=[CH:15][CH:14]=[CH:13][N:12]=3)[N:9]=[CH:10][C:3]=12.CS([O-])=O.[Na+].[H-].[Na+].[OH:25][C@@H:26]([CH2:37][CH2:38][O:39][CH3:40])[C:27]([NH:29][C:30]1[CH:35]=[CH:34][C:33]([CH3:36])=[CH:32][N:31]=1)=[O:28]. Given the product [Cl:17][C:16]1[C:11]([N:8]2[C:4]3=[N:5][CH:6]=[N:7][C:2]([O:25][C@@H:26]([CH2:37][CH2:38][O:39][CH3:40])[C:27]([NH:29][C:30]4[CH:35]=[CH:34][C:33]([CH3:36])=[CH:32][N:31]=4)=[O:28])=[C:3]3[CH:10]=[N:9]2)=[N:12][CH:13]=[CH:14][CH:15]=1, predict the reactants needed to synthesize it. (6) Given the product [F:23][C:24]1[CH:25]=[C:26]([C:31](=[O:33])[CH3:32])[CH:27]=[C:28]([F:30])[CH:29]=1, predict the reactants needed to synthesize it. The reactants are: CC(OI1(OC(C)=O)(OC(C)=O)OC(=O)C2C=CC=CC1=2)=O.[F:23][C:24]1[CH:25]=[C:26]([CH:31]([OH:33])[CH3:32])[CH:27]=[C:28]([F:30])[CH:29]=1. (7) Given the product [C:4]([O:3][C:1]([N:8]1[CH2:9][CH2:10][N:11]([CH2:18][C:19]2[CH:24]=[CH:23][C:22]([C:25](=[O:27])[CH3:26])=[CH:21][CH:20]=2)[CH2:12][CH2:13]1)=[O:2])([CH3:7])([CH3:6])[CH3:5], predict the reactants needed to synthesize it. The reactants are: [C:1]([N:8]1[CH2:13][CH2:12][NH:11][CH2:10][CH2:9]1)([O:3][C:4]([CH3:7])([CH3:6])[CH3:5])=[O:2].CS([CH2:18][C:19]1[CH:24]=[CH:23][C:22]([C:25](=[O:27])[CH3:26])=[CH:21][CH:20]=1)(=O)=O.ClCC1C=CC(C(=O)C)=CC=1. (8) Given the product [CH2:1]([N:3]([CH2:4][C:5]([N:7]1[C:16]2[C:11](=[CH:12][C:13]([O:20][CH3:21])=[C:14]([NH2:17])[CH:15]=2)[CH2:10][CH2:9][CH2:8]1)=[O:6])[CH3:22])[CH3:2], predict the reactants needed to synthesize it. The reactants are: [CH2:1]([N:3]([CH3:22])[CH2:4][C:5]([N:7]1[C:16]2[C:11](=[CH:12][C:13]([O:20][CH3:21])=[C:14]([N+:17]([O-])=O)[CH:15]=2)[CH2:10][CH2:9][CH2:8]1)=[O:6])[CH3:2].